The task is: Predict the product of the given reaction.. This data is from Forward reaction prediction with 1.9M reactions from USPTO patents (1976-2016). Given the reactants [CH3:1][O:2][C:3]1[CH:17]=[CH:16][C:6]([CH2:7][CH2:8][NH:9][CH2:10][CH2:11][C:12]([O:14][CH3:15])=[O:13])=[CH:5][CH:4]=1.[N+]([C:21]1[CH:22]=[C:23]([S:27](Cl)(=[O:29])=[O:28])[CH:24]=[CH:25][CH:26]=1)([O-])=O.[CH2:31]([N:33](CC)CC)C, predict the reaction product. The product is: [CH3:1][O:2][C:3]1[CH:4]=[CH:5][C:6]([CH2:7][CH2:8][N:9]([S:27]([C:23]2[CH:24]=[CH:25][C:26]([C:31]#[N:33])=[CH:21][CH:22]=2)(=[O:29])=[O:28])[CH2:10][CH2:11][C:12]([O:14][CH3:15])=[O:13])=[CH:16][CH:17]=1.